Dataset: Full USPTO retrosynthesis dataset with 1.9M reactions from patents (1976-2016). Task: Predict the reactants needed to synthesize the given product. (1) The reactants are: [Cl:1][C:2]1[C:3]([Cl:18])=[C:4]2[NH:10][C:9]([C:11]3[CH:17]=[CH:16][C:14]([NH2:15])=[CH:13][CH:12]=3)=[N:8][C:5]2=[N:6][CH:7]=1.[CH3:19][O:20][C:21]1[CH:26]=[CH:25][C:24]([S:27](Cl)(=[O:29])=[O:28])=[CH:23][CH:22]=1. Given the product [Cl:1][C:2]1[C:3]([Cl:18])=[C:4]2[NH:10][C:9]([C:11]3[CH:17]=[CH:16][C:14]([NH:15][S:27]([C:24]4[CH:23]=[CH:22][C:21]([O:20][CH3:19])=[CH:26][CH:25]=4)(=[O:29])=[O:28])=[CH:13][CH:12]=3)=[N:8][C:5]2=[N:6][CH:7]=1, predict the reactants needed to synthesize it. (2) Given the product [C:4]([CH:6]1[CH2:7][N:8]([CH2:12][C:13]2[CH:14]=[CH:15][C:16]([O:19][CH3:20])=[CH:17][CH:18]=2)[C:9](=[O:11])[CH2:10]1)(=[O:5])[CH3:22], predict the reactants needed to synthesize it. The reactants are: CON(C)[C:4]([CH:6]1[CH2:10][C:9](=[O:11])[N:8]([CH2:12][C:13]2[CH:18]=[CH:17][C:16]([O:19][CH3:20])=[CH:15][CH:14]=2)[CH2:7]1)=[O:5].[CH2:22]1COCC1.C[Mg]Cl. (3) The reactants are: I[C:2]1[CH:7]=[CH:6][C:5]([O:8][CH3:9])=[CH:4][C:3]=1[OH:10].[C:11]([C:13]1[CH:14]=[N:15][N:16]([CH2:18][C:19]2[CH:24]=[CH:23][C:22]([O:25][CH3:26])=[CH:21][CH:20]=2)[CH:17]=1)#[CH:12].[CH3:27][O:28][C:29]1[CH:30]=[C:31](I)[CH:32]=[C:33]([O:37][CH3:38])[C:34]=1[O:35][CH3:36].[C:40](=O)([O-])[O-:41].[K+].[K+]. Given the product [CH3:9][O:8][C:5]1[CH:6]=[CH:7][C:2]2[C:12]([C:40](=[O:41])[C:31]3[CH:30]=[C:29]([O:28][CH3:27])[C:34]([O:35][CH3:36])=[C:33]([O:37][CH3:38])[CH:32]=3)=[C:11]([C:13]3[CH:14]=[N:15][N:16]([CH2:18][C:19]4[CH:24]=[CH:23][C:22]([O:25][CH3:26])=[CH:21][CH:20]=4)[CH:17]=3)[O:10][C:3]=2[CH:4]=1, predict the reactants needed to synthesize it. (4) The reactants are: C([O:3][C:4](=O)[CH2:5][C:6]([C@H:8]1[CH2:13][CH2:12][N:11]([C:14]([O:16][CH3:17])=[O:15])[C@@H:10]([CH2:18][C:19]2[CH:24]=[C:23]([C:25]([F:28])([F:27])[F:26])[CH:22]=[C:21]([F:29])[CH:20]=2)[CH2:9]1)=[O:7])C.[OH-].[Na+].[NH2:33]O.Cl. Given the product [F:29][C:21]1[CH:20]=[C:19]([CH:24]=[C:23]([C:25]([F:28])([F:27])[F:26])[CH:22]=1)[CH2:18][C@H:10]1[CH2:9][C@@H:8]([C:6]2[O:7][NH:33][C:4](=[O:3])[CH:5]=2)[CH2:13][CH2:12][N:11]1[C:14]([O:16][CH3:17])=[O:15], predict the reactants needed to synthesize it. (5) The reactants are: [F:1][C:2]1[CH:26]=[CH:25][C:5]([O:6][C:7]2[CH:12]=[CH:11][N:10]=[C:9]([C:13]3[NH:17][CH:16]=[C:15]([C:18]([NH:20][CH2:21][CH2:22][CH:23]=O)=[O:19])[CH:14]=3)[CH:8]=2)=[CH:4][C:3]=1[NH:27][C:28]([C:30]1[O:31][CH:32]=[CH:33][C:34]=1[CH3:35])=[O:29].Cl.[CH3:37][O:38][C:39](=[O:45])[C@@H:40]1[CH2:44][CH2:43][CH2:42][NH:41]1.C(N(CC)CC)C.C([BH3-])#N.[Na+].C1COCC1. Given the product [F:1][C:2]1[CH:26]=[CH:25][C:5]([O:6][C:7]2[CH:12]=[CH:11][N:10]=[C:9]([C:13]3[NH:17][CH:16]=[C:15]([C:18]([NH:20][CH2:21][CH2:22][CH2:23][N:41]4[CH2:42][CH2:43][CH2:44][CH:40]4[C:39]([O:38][CH3:37])=[O:45])=[O:19])[CH:14]=3)[CH:8]=2)=[CH:4][C:3]=1[NH:27][C:28]([C:30]1[O:31][CH:32]=[CH:33][C:34]=1[CH3:35])=[O:29], predict the reactants needed to synthesize it. (6) Given the product [CH3:14][O:13][C:11]([C:3]1[C:2]([CH3:1])=[C:6]([C:7](=[C:16]2[CH2:21][CH2:20][N:19]([C:22]([O:24][C:25]([CH3:28])([CH3:27])[CH3:26])=[O:23])[CH2:18][CH2:17]2)[CH2:8][CH3:9])[S:5][CH:4]=1)=[O:12], predict the reactants needed to synthesize it. The reactants are: [CH3:1][C:2]1[C:3]([C:11]([O:13][CH3:14])=[O:12])=[CH:4][S:5][C:6]=1[C:7](=O)[CH2:8][CH3:9].O=[C:16]1[CH2:21][CH2:20][N:19]([C:22]([O:24][C:25]([CH3:28])([CH3:27])[CH3:26])=[O:23])[CH2:18][CH2:17]1.N1C=CC=CC=1.CC(OC(OC(OC(C)(C)C)=O)=O)(C)C. (7) Given the product [N+:21]([C:18]1[CH:19]=[CH:20][C:15]([O:11][C:8]2[CH:9]=[CH:10][C:5]([C:3]#[N:4])=[CH:6][CH:7]=2)=[CH:16][CH:17]=1)([O-:23])=[O:22], predict the reactants needed to synthesize it. The reactants are: [H-].[Na+].[C:3]([C:5]1[CH:10]=[CH:9][C:8]([OH:11])=[CH:7][CH:6]=1)#[N:4].[H][H].F[C:15]1[CH:20]=[CH:19][C:18]([N+:21]([O-:23])=[O:22])=[CH:17][CH:16]=1. (8) Given the product [Cl:30][C:31]1[N:35]([CH3:36])[N:34]=[C:33]([C:37]([F:38])([F:39])[F:40])[C:32]=1[CH2:41][N:42]1[CH2:47][CH2:46][CH:45]([CH2:48][O:49][C:50]2[C:59]([CH:60]3[CH2:62][CH2:61]3)=[CH:58][C:53]([C:54]([OH:56])=[O:55])=[C:52]([F:63])[CH:51]=2)[CH2:44][CH2:43]1, predict the reactants needed to synthesize it. The reactants are: C1(C2C(OCC3CCN(CC4N=C(C)SC=4)CC3)=CC(F)=C(C=2)C(OC)=O)CC1.[Cl:30][C:31]1[N:35]([CH3:36])[N:34]=[C:33]([C:37]([F:40])([F:39])[F:38])[C:32]=1[CH2:41][N:42]1[CH2:47][CH2:46][CH:45]([CH2:48][O:49][C:50]2[C:59]([CH:60]3[CH2:62][CH2:61]3)=[CH:58][C:53]([C:54]([O:56]C)=[O:55])=[C:52]([F:63])[CH:51]=2)[CH2:44][CH2:43]1.